From a dataset of Reaction yield outcomes from USPTO patents with 853,638 reactions. Predict the reaction yield, written as a fraction of the theoretical maximum amount of product (1.0 means a 100% yield; for example, 0.34 means a 34% yield). (1) The reactants are [CH3:1][O:2][C:3]1[CH:8]=[C:7]([CH:9]=[CH2:10])[C:6]([F:11])=[CH:5][C:4]=1[N+:12]([O-:14])=[O:13].[NH:15]1[CH2:20][CH2:19][O:18][CH2:17][CH2:16]1. The catalyst is CC(O)C. The product is [F:11][C:6]1[CH:5]=[C:4]([N+:12]([O-:14])=[O:13])[C:3]([O:2][CH3:1])=[CH:8][C:7]=1[CH2:9][CH2:10][N:15]1[CH2:20][CH2:19][O:18][CH2:17][CH2:16]1. The yield is 0.640. (2) The catalyst is ClCCl.C1CCC(P(C2CCCCC2)C2CCCCC2)CC1.C1CCC(P(C2CCCCC2)C2CCCCC2)CC1.C1C=CC(C=[Ru](Cl)Cl)=CC=1. The yield is 0.510. The product is [N:20]12[CH2:24][CH2:23][CH2:22][C@@H:21]1[C:25](=[O:26])[O:27][CH2:28][CH2:29][CH:30]=[CH:31][CH2:2][CH2:1][O:5][C:6](=[O:7])[C@@H:8]1[N:9]([CH2:10][CH2:11][CH2:12]1)[C:13](=[O:32])[CH2:14][CH2:15][CH2:16][CH2:17][C:18]2=[O:19]. The reactants are [CH2:1]([O:5][C:6]([C@H:8]1[CH2:12][CH2:11][CH2:10][N:9]1[C:13](=[O:32])[CH2:14][CH2:15][CH2:16][CH2:17][C:18]([N:20]1[CH2:24][CH2:23][CH2:22][C@@H:21]1[C:25]([O:27][CH2:28][CH2:29][CH:30]=[CH2:31])=[O:26])=[O:19])=[O:7])[CH2:2]C=C. (3) The reactants are Cl[C:2]1[C:11]([C:12]([F:15])([F:14])[F:13])=[N:10][C:9]2[C:4](=[CH:5][CH:6]=[C:7]([O:16][CH3:17])[CH:8]=2)[N:3]=1.[C:18]([C:21]1[CH:26]=[CH:25][C:24](B(O)O)=[C:23]([F:30])[CH:22]=1)([OH:20])=[O:19]. No catalyst specified. The product is [F:30][C:23]1[CH:22]=[C:21]([CH:26]=[CH:25][C:24]=1[C:2]1[C:11]([C:12]([F:15])([F:14])[F:13])=[N:10][C:9]2[C:4](=[CH:5][CH:6]=[C:7]([O:16][CH3:17])[CH:8]=2)[N:3]=1)[C:18]([OH:20])=[O:19]. The yield is 0.190. (4) The reactants are [F:1][C:2]1[CH:7]=[CH:6][C:5]([N+:8]([O-:10])=[O:9])=[CH:4][C:3]=1[C@:11]([N:17]=[C:18]=[S:19])([CH2:15][CH3:16])[CH2:12][CH2:13]O.S(Cl)([Cl:22])=O.CN(C=O)C. The catalyst is C1(C)C=CC=CC=1. The product is [Cl:22][CH2:13][CH2:12][C@:11]([C:3]1[CH:4]=[C:5]([N+:8]([O-:10])=[O:9])[CH:6]=[CH:7][C:2]=1[F:1])([CH2:15][CH3:16])[N:17]=[C:18]=[S:19]. The yield is 0.640. (5) The product is [N:1]1[CH:6]=[CH:5][CH:4]=[C:3]2[C:7](=[O:11])[O:8][CH2:9][C:2]=12. The catalyst is C1COCC1. The yield is 0.270. The reactants are [N:1]1[CH:6]=[CH:5][CH:4]=[C:3]2[C:7](=[O:11])[O:8][C:9](=O)[C:2]=12.[BH4-].[Na+].C(O)(=O)C. (6) The reactants are [NH2:1][C:2]1[CH:9]=[C:8]2[O:10][CH2:11][O:12][C:7]2=[CH:6][C:3]=1[C:4]#N.[CH2:13]([Mg]Cl)[C:14]1[CH:19]=[CH:18][CH:17]=[CH:16][CH:15]=1.O.[OH:23]S(O)(=O)=O. The catalyst is C1COCC1.CCOCC. The product is [NH2:1][C:2]1[CH:9]=[C:8]2[O:10][CH2:11][O:12][C:7]2=[CH:6][C:3]=1[C:4]([CH2:13][C:14]1[CH:19]=[CH:18][CH:17]=[CH:16][CH:15]=1)=[O:23]. The yield is 0.520.